This data is from Forward reaction prediction with 1.9M reactions from USPTO patents (1976-2016). The task is: Predict the product of the given reaction. Given the reactants [NH2:1][C:2]([C:4]1[CH:5]=[N:6][C:7]2[C:12]([C:13]=1[NH:14][C:15]1[CH:16]=[C:17]([CH:23]=[CH:24][CH:25]=1)[C:18]([O:20][CH2:21][CH3:22])=[O:19])=[CH:11][CH:10]=[C:9](Cl)[CH:8]=2)=[O:3].[CH3:27][C:28]1[C:33](B(O)O)=[CH:32][CH:31]=[CH:30][N:29]=1.C(=O)([O-])[O-].[K+].[K+], predict the reaction product. The product is: [NH2:1][C:2]([C:4]1[CH:5]=[N:6][C:7]2[C:12]([C:13]=1[NH:14][C:15]1[CH:16]=[C:17]([CH:23]=[CH:24][CH:25]=1)[C:18]([O:20][CH2:21][CH3:22])=[O:19])=[CH:11][CH:10]=[C:9]([C:33]1[C:28]([CH3:27])=[N:29][CH:30]=[CH:31][CH:32]=1)[CH:8]=2)=[O:3].